Dataset: Forward reaction prediction with 1.9M reactions from USPTO patents (1976-2016). Task: Predict the product of the given reaction. (1) Given the reactants [CH3:1][O:2][C:3]1[CH:35]=[C:34]([O:36][CH3:37])[CH:33]=[CH:32][C:4]=1[CH2:5][N:6]1[C:14](=O)[C:13]2[C:8](=[CH:9][C:10]([N+:28]([O-:30])=[O:29])=[C:11]([NH:16][CH2:17][C:18]3[CH:23]=[CH:22][C:21]([O:24][CH3:25])=[CH:20][C:19]=3[O:26][CH3:27])[CH:12]=2)[C:7]1=O.CO.C(N(CC)CC)C.II, predict the reaction product. The product is: [CH3:27][O:26][C:19]1[CH:20]=[C:21]([O:24][CH3:25])[CH:22]=[CH:23][C:18]=1[CH2:17][NH:16][C:11]1[CH:12]=[C:13]2[C:8](=[CH:9][C:10]=1[N+:28]([O-:30])=[O:29])[CH2:7][N:6]([CH2:5][C:4]1[CH:32]=[CH:33][C:34]([O:36][CH3:37])=[CH:35][C:3]=1[O:2][CH3:1])[CH2:14]2. (2) Given the reactants [Cl:1][C:2]1[C:3]([F:13])=[CH:4][C:5]([F:12])=[C:6]([S:8](Cl)(=[O:10])=[O:9])[CH:7]=1.[F:14][C:15]1[CH:16]=[N:17][C:18]([NH2:21])=[N:19][CH:20]=1, predict the reaction product. The product is: [Cl:1][C:2]1[C:3]([F:13])=[CH:4][C:5]([F:12])=[C:6]([S:8]([NH:21][C:18]2[N:19]=[CH:20][C:15]([F:14])=[CH:16][N:17]=2)(=[O:10])=[O:9])[CH:7]=1.